Predict the product of the given reaction. From a dataset of Forward reaction prediction with 1.9M reactions from USPTO patents (1976-2016). (1) Given the reactants [H-].[Na+].[OH:3][C:4]1[CH:11]=[CH:10][C:7]([CH:8]=[O:9])=[CH:6][CH:5]=1.[H][H].C1(C)C=CC(S(O[CH2:24][C:25]([F:30])([F:29])[CH:26]([F:28])[F:27])(=O)=O)=CC=1, predict the reaction product. The product is: [F:29][C:25]([F:30])([CH:26]([F:28])[F:27])[CH2:24][O:3][C:4]1[CH:11]=[CH:10][C:7]([CH:8]=[O:9])=[CH:6][CH:5]=1. (2) Given the reactants [Cl:1][C:2]1[CH:7]=[CH:6][C:5]([N:8]2[CH2:13][CH2:12][CH:11]([C:14]([O:16]CC)=[O:15])[CH2:10][CH2:9]2)=[CH:4][CH:3]=1, predict the reaction product. The product is: [Cl:1][C:2]1[CH:7]=[CH:6][C:5]([N:8]2[CH2:9][CH2:10][CH:11]([C:14]([OH:16])=[O:15])[CH2:12][CH2:13]2)=[CH:4][CH:3]=1. (3) Given the reactants [Cl:1][C:2]1[CH:7]=[CH:6][N:5]=[C:4]([N:8]2[CH2:13][CH2:12][N:11](C(OC(C)(C)C)=O)[CH2:10][CH2:9]2)[N:3]=1.[F:21][C:22]1[CH:23]=[C:24](B(O)O)[CH:25]=[CH:26][C:27]=1[F:28], predict the reaction product. The product is: [ClH:1].[ClH:1].[F:21][C:22]1[CH:23]=[C:24]([C:2]2[CH:7]=[CH:6][N:5]=[C:4]([N:8]3[CH2:9][CH2:10][NH:11][CH2:12][CH2:13]3)[N:3]=2)[CH:25]=[CH:26][C:27]=1[F:28]. (4) Given the reactants [CH2:1]([O:8][C:9]1[CH:10]=[C:11]([S:15][C:16]2[CH:21]=[CH:20][C:19]([CH2:22][CH2:23][CH2:24][C:25]3([CH2:31]C#N)[CH2:29][O:28]C(=O)[NH:26]3)=[C:18]([Cl:34])[CH:17]=2)[CH:12]=[CH:13][CH:14]=1)[C:2]1[CH:7]=[CH:6][CH:5]=[CH:4][CH:3]=1.[OH-:35].[Na+].Cl.[CH2:38]([OH:40])C, predict the reaction product. The product is: [ClH:34].[NH2:26][C:25]([CH2:29][OH:28])([CH2:24][CH2:23][CH2:22][C:19]1[CH:20]=[CH:21][C:16]([S:15][C:11]2[CH:12]=[CH:13][CH:14]=[C:9]([O:8][CH2:1][C:2]3[CH:3]=[CH:4][CH:5]=[CH:6][CH:7]=3)[CH:10]=2)=[CH:17][C:18]=1[Cl:34])[CH2:31][C:38]([OH:40])=[O:35]. (5) Given the reactants [NH:1]1[CH2:5][CH2:4][C@@H:3]([NH:6][C:7]2[N:12]=[CH:11][C:10]([C:13]#N)=[CH:9][N:8]=2)[CH2:2]1.[F:15][C:16]1[CH:24]=[CH:23][C:22]([CH:25]=[O:26])=[CH:21][C:17]=1[C:18](O)=[O:19].F[P-](F)(F)(F)(F)F.N1(OC(N(C)C)=[N+](C)C)C2C=CC=C[C:37]=2N=N1.C(N(CC)C(C)C)(C)C, predict the reaction product. The product is: [C:13]([C:10]1[CH:11]=[N:12][C:7]([NH:6][C@@H:3]2[CH2:4][CH2:5][N:1]([C:18]([C:17]3[CH:21]=[C:22]([CH:23]=[CH:24][C:16]=3[F:15])[CH:25]=[O:26])=[O:19])[CH2:2]2)=[N:8][CH:9]=1)#[CH:37]. (6) Given the reactants C([O:5][C:6](=[O:35])[C@@H:7]([NH:18][C:19](=[O:34])[C@@H:20]([NH:22][C:23]([CH:25]1[CH2:33][C:32]2[C:27](=[CH:28][CH:29]=[CH:30][CH:31]=2)[CH2:26]1)=[O:24])[CH3:21])[CH2:8][C:9]1[C:17]2[C:12](=[CH:13][CH:14]=[CH:15][CH:16]=2)[NH:11][CH:10]=1)(C)(C)C.FC(F)(F)C(O)C(F)(F)F, predict the reaction product. The product is: [CH2:26]1[C:27]2[C:32](=[CH:31][CH:30]=[CH:29][CH:28]=2)[CH2:33][CH:25]1[C:23]([NH:22][C@@H:20]([CH3:21])[C:19]([NH:18][C@@H:7]([CH2:8][C:9]1[C:17]2[C:12](=[CH:13][CH:14]=[CH:15][CH:16]=2)[NH:11][CH:10]=1)[C:6]([OH:35])=[O:5])=[O:34])=[O:24]. (7) Given the reactants [Br:1][C:2]1[CH:10]=[CH:9][C:5]([CH2:6][CH2:7]O)=[CH:4][CH:3]=1.C1(C)C=CC(S(Cl)(=O)=O)=CC=1.[CH2:22]([N:24](CC)[CH2:25][CH3:26])[CH3:23].Cl.N1CCCC1, predict the reaction product. The product is: [Br:1][C:2]1[CH:10]=[CH:9][C:5]([CH2:6][CH2:7][N:24]2[CH2:25][CH2:26][CH2:23][CH2:22]2)=[CH:4][CH:3]=1. (8) Given the reactants [N:1]([CH2:4][CH2:5][C:6]1[C:14]2[C:9](=[CH:10][C:11]([F:15])=[CH:12][CH:13]=2)[NH:8][CH:7]=1)=[N+:2]=[N-:3].CCN(CC)CC.C(OCl)(C)(C)C.[Li][CH:30]([C:35]([O:37][CH3:38])=[O:36])[C:31]([O:33][CH3:34])=[O:32], predict the reaction product. The product is: [CH3:34][O:33][C:31](=[O:32])[CH:30]([C:7]1[NH:8][C:9]2[C:14]([C:6]=1[CH2:5][CH2:4][N:1]=[N+:2]=[N-:3])=[CH:13][CH:12]=[C:11]([F:15])[CH:10]=2)[C:35]([O:37][CH3:38])=[O:36].